Dataset: Catalyst prediction with 721,799 reactions and 888 catalyst types from USPTO. Task: Predict which catalyst facilitates the given reaction. (1) Reactant: [CH3:1][C:2]1[C:8]([B:9]2[O:13][C:12]([CH3:15])([CH3:14])[C:11]([CH3:17])([CH3:16])[O:10]2)=[CH:7][CH:6]=[CH:5][C:3]=1[NH2:4].CCN(C(C)C)C(C)C.CN(C(ON1N=NC2C=CC=NC1=2)=[N+](C)C)C.F[P-](F)(F)(F)(F)F.[S:51]1[CH:55]=[CH:54][N:53]=[C:52]1[C:56](O)=[O:57]. Product: [CH3:1][C:2]1[C:8]([B:9]2[O:13][C:12]([CH3:15])([CH3:14])[C:11]([CH3:17])([CH3:16])[O:10]2)=[CH:7][CH:6]=[CH:5][C:3]=1[NH:4][C:56]([C:52]1[S:51][CH:55]=[CH:54][N:53]=1)=[O:57]. The catalyst class is: 34. (2) Reactant: [CH3:1][O:2][C:3]1[CH:4]=[C:5]2[C:10](=[CH:11][C:12]=1[O:13][CH3:14])[C:9]([CH3:15])=[N:8][C:7]([C:16]1[CH:17]=[C:18]([CH:20]=[CH:21][CH:22]=1)[NH2:19])=[CH:6]2.CCN(CC)CC.[C:30](Cl)(=[O:32])[CH3:31]. Product: [CH3:1][O:2][C:3]1[CH:4]=[C:5]2[C:10](=[CH:11][C:12]=1[O:13][CH3:14])[C:9]([CH3:15])=[N:8][C:7]([C:16]1[CH:17]=[C:18]([NH:19][C:30](=[O:32])[CH3:31])[CH:20]=[CH:21][CH:22]=1)=[CH:6]2. The catalyst class is: 2. (3) Reactant: [N:1]([CH2:4][C@@H:5]1[C@@H:9]([O:10][Si](C(C)(C)C)(C)C)[CH2:8][N:7]([C:18]([O:20][CH2:21][C:22]2[CH:27]=[CH:26][CH:25]=[CH:24][CH:23]=2)=[O:19])[CH2:6]1)=[N+:2]=[N-:3].[F-].C([N+](CCCC)(CCCC)CCCC)CCC. Product: [N:1]([CH2:4][C@@H:5]1[C@@H:9]([OH:10])[CH2:8][N:7]([C:18]([O:20][CH2:21][C:22]2[CH:27]=[CH:26][CH:25]=[CH:24][CH:23]=2)=[O:19])[CH2:6]1)=[N+:2]=[N-:3]. The catalyst class is: 334. (4) Reactant: [Br:1][C:2]1[CH:7]=[C:6]([F:8])[CH:5]=[CH:4][C:3]=1[OH:9].[N+:10]([O-])([O-:12])=[O:11].[Na+]. Product: [Br:1][C:2]1[CH:7]=[C:6]([F:8])[CH:5]=[C:4]([N+:10]([O-:12])=[O:11])[C:3]=1[OH:9]. The catalyst class is: 445. (5) Reactant: C1COCC1.[CH3:6][C:7]([CH3:21])([O:9][C:10]([NH:12][C:13]1[S:14][C:15]([C:18](Cl)=[O:19])=[CH:16][N:17]=1)=[O:11])[CH3:8].Cl.[CH:23]1([CH:27]([NH2:29])[CH3:28])[CH2:26][CH2:25][CH2:24]1.Cl. Product: [CH:23]1([CH:27]([NH:29][C:18]([C:15]2[S:14][C:13]([NH:12][C:10]([O:9][C:7]([CH3:21])([CH3:8])[CH3:6])=[O:11])=[N:17][CH:16]=2)=[O:19])[CH3:28])[CH2:26][CH2:25][CH2:24]1. The catalyst class is: 66. (6) Reactant: [C:1]1([S:7]([CH2:10][CH2:11][CH2:12][CH2:13][O:14]C(=O)C)(=[O:9])=[O:8])[CH:6]=[CH:5][CH:4]=[CH:3][CH:2]=1.[OH-].[Na+]. Product: [C:1]1([S:7]([CH2:10][CH2:11][CH2:12][CH2:13][OH:14])(=[O:8])=[O:9])[CH:2]=[CH:3][CH:4]=[CH:5][CH:6]=1. The catalyst class is: 24. (7) Reactant: [CH3:1][O:2][C:3]1[CH:4]=[C:5]2[C:10](=[CH:11][C:12]=1[O:13][CH2:14][CH2:15][O:16][CH3:17])[N:9]=[CH:8][N:7]=[C:6]2[NH:18][C:19]1[C:20]([CH:22]=[C:23]([N:27]2[CH2:29][CH:28]2[CH3:30])[C:24](=[O:26])[CH:25]=1)=[O:21].[O:31]1CCCC1. Product: [OH:31][CH:28]([CH3:30])[CH2:29][NH:27][C:23]1[C:24]([CH:25]=[C:19]([NH:18][C:6]2[C:5]3[C:10](=[CH:11][C:12]([O:13][CH2:14][CH2:15][O:16][CH3:17])=[C:3]([O:2][CH3:1])[CH:4]=3)[N:9]=[CH:8][N:7]=2)[C:20](=[O:21])[CH:22]=1)=[O:26]. The catalyst class is: 223. (8) Reactant: [OH:1][C:2]1[C:11]2[C:6](=[CH:7][CH:8]=[CH:9][CH:10]=2)[O:5][C:4](=[O:12])[CH:3]=1.Br[CH:14]([CH2:20][CH3:21])[C:15]([O:17][CH2:18][CH3:19])=[O:16].C(=O)([O-])[O-].[K+].[K+]. Product: [CH2:18]([O:17][C:15](=[O:16])[CH:14]([C:3]1[C:4](=[O:12])[O:5][C:6]2[C:11]([C:2]=1[OH:1])=[CH:10][CH:9]=[CH:8][CH:7]=2)[CH2:20][CH3:21])[CH3:19]. The catalyst class is: 18. (9) Reactant: C[O:2][C:3](=[O:12])[C:4]1[CH:9]=[CH:8][CH:7]=[C:6]([NH2:10])[C:5]=1[NH2:11].C[O:14][C:15](=O)[CH:16]([CH3:19])[CH2:17]O.[OH-].[Na+]. Product: [OH:14][CH2:15][CH:16]([C:19]1[NH:10][C:6]2[CH:7]=[CH:8][CH:9]=[C:4]([C:3]([OH:2])=[O:12])[C:5]=2[N:11]=1)[CH3:17]. The catalyst class is: 33. (10) Reactant: C([S:5][C:6]1[CH:11]=[CH:10][C:9](Br)=CC=1)(C)(C)C.C([Li])[CH2:14][CH2:15][CH3:16].[F:18][C:19]1[C:24]([C:25]2[C:30]([F:31])=[C:29]([F:32])[C:28]([F:33])=[C:27]([F:34])[C:26]=2[F:35])=[C:23]([F:36])[C:22]([F:37])=[C:21](F)[C:20]=1[F:39].[C:40](=O)(O)[O-].[Na+]. The catalyst class is: 1. Product: [C:15]([C:21]1[C:22]([F:37])=[C:23]([F:36])[C:24]([C:9]2[S:5][CH:6]=[CH:11][CH:10]=2)([C:25]2[C:26]([F:35])=[C:27]([F:34])[C:28]([F:33])=[C:29]([F:32])[C:30]=2[F:31])[CH:19]([F:18])[C:20]=1[F:39])([CH3:14])([CH3:16])[CH3:40].